From a dataset of Reaction yield outcomes from USPTO patents with 853,638 reactions. Predict the reaction yield, written as a fraction of the theoretical maximum amount of product (1.0 means a 100% yield; for example, 0.34 means a 34% yield). (1) The reactants are Cl.[NH2:2][CH:3]1[CH2:7][N:6]([C:8]2[CH:13]=[CH:12][C:11]([O:14][CH2:15][C:16]3[CH:21]=[CH:20][CH:19]=[C:18]([F:22])[CH:17]=3)=[CH:10][CH:9]=2)[C:5](=[O:23])[CH2:4]1.C(N(C(C)C)C(C)C)C.C[Si]([N:37]=[C:38]=[O:39])(C)C. The catalyst is CN(C)C=O. The product is [F:22][C:18]1[CH:17]=[C:16]([CH:21]=[CH:20][CH:19]=1)[CH2:15][O:14][C:11]1[CH:10]=[CH:9][C:8]([N:6]2[C:5](=[O:23])[CH2:4][CH:3]([NH:2][C:38]([NH2:37])=[O:39])[CH2:7]2)=[CH:13][CH:12]=1. The yield is 0.600. (2) The reactants are [NH2:1][C:2]([C:4]1([C:7]([OH:9])=O)[CH2:6][CH2:5]1)=[O:3].[F:10][C:11]1[CH:12]=[C:13]([CH:23]=[CH:24][CH:25]=1)[CH2:14][O:15][C:16]1[CH:21]=[CH:20][C:19]([NH2:22])=[CH:18][CH:17]=1.Cl.CN(C)CCCN=C=NCC. The catalyst is ClCCl. The product is [F:10][C:11]1[CH:12]=[C:13]([CH:23]=[CH:24][CH:25]=1)[CH2:14][O:15][C:16]1[CH:21]=[CH:20][C:19]([NH:22][C:7]([C:4]2([C:2]([NH2:1])=[O:3])[CH2:5][CH2:6]2)=[O:9])=[CH:18][CH:17]=1. The yield is 0.560. (3) The reactants are [CH2:1]([N:5]1[C:9](=[O:10])[C:8]([NH:11][C:12]2[CH:13]=[CH:14][C:15]3[O:19][C:18]([C:20]([OH:22])=O)=[CH:17][C:16]=3[CH:23]=2)=[C:7]([C:24]2[CH:29]=[CH:28][CH:27]=[CH:26][CH:25]=2)[S:6]1(=[O:31])=[O:30])[CH2:2][CH2:3][CH3:4].[CH3:32][NH:33][CH3:34].C(Cl)CCl.C1C=CC2N(O)N=NC=2C=1. The catalyst is C1COCC1.CN(C=O)C.CCOC(C)=O. The yield is 0.510. The product is [CH2:1]([N:5]1[C:9](=[O:10])[C:8]([NH:11][C:12]2[CH:13]=[CH:14][C:15]3[O:19][C:18]([C:20]([N:33]([CH3:34])[CH3:32])=[O:22])=[CH:17][C:16]=3[CH:23]=2)=[C:7]([C:24]2[CH:25]=[CH:26][CH:27]=[CH:28][CH:29]=2)[S:6]1(=[O:31])=[O:30])[CH2:2][CH2:3][CH3:4]. (4) The reactants are C1(S([N:10]2[C:18]3[C:13](=[CH:14][C:15]([CH2:19][CH3:20])=[CH:16][CH:17]=3)[CH2:12][CH2:11]2)(=O)=O)C=CC=CC=1.[OH-].[Na+]. The catalyst is Br. The product is [CH2:19]([C:15]1[CH:14]=[C:13]2[C:18](=[CH:17][CH:16]=1)[NH:10][CH2:11][CH2:12]2)[CH3:20]. The yield is 0.320. (5) The reactants are Cl.[NH2:2][C@@H:3]1[C:11]2[C:6](=[C:7]([C:12]3[S:16][C:15]([C:17]4[CH:18]=[CH:19][C:20]([O:25][CH:26]([CH3:28])[CH3:27])=[C:21]([CH:24]=4)[C:22]#[N:23])=[N:14][N:13]=3)[CH:8]=[CH:9][CH:10]=2)[CH2:5][CH2:4]1.Cl[C:30]([O:32][CH3:33])=[O:31]. The catalyst is C(Cl)Cl. The product is [C:22]([C:21]1[CH:24]=[C:17]([C:15]2[S:16][C:12]([C:7]3[CH:8]=[CH:9][CH:10]=[C:11]4[C:6]=3[CH2:5][CH2:4][C@@H:3]4[NH:2][C:30](=[O:31])[O:32][CH3:33])=[N:13][N:14]=2)[CH:18]=[CH:19][C:20]=1[O:25][CH:26]([CH3:28])[CH3:27])#[N:23]. The yield is 0.920.